From a dataset of Experimentally validated miRNA-target interactions with 360,000+ pairs, plus equal number of negative samples. Binary Classification. Given a miRNA mature sequence and a target amino acid sequence, predict their likelihood of interaction. The miRNA is hsa-miR-378e with sequence ACUGGACUUGGAGUCAGGA. The protein sequence of the target gene is MEEGGSTGSAGSDSSTSGSGGAQQRELERMAEVLVTGEQLRLRLHEEKVIKDRRHHLKTYPNCFVAKELIDWLIEHKEASDRETAIKLMQKLADRGIIHHVCDEHKEFKDVKLFYRFRKDDGTFPLDNEVKAFMRGQRLYEKLMSPENTLLQPREEEGVKYERTFMASEFLDWLVQEGEATTRKEAEQLCHRLMEHGIIQHVSNKHPFVDSNLLYQFRMNFRRRRRLMELLNEKSPSSQETHDSPFCLRKQSHDNRKSTSFMSVSPSKEIKIVSAVRRSSMSSCGSSGYFSSSPTLSSSP.... Result: 0 (no interaction).